From a dataset of Catalyst prediction with 721,799 reactions and 888 catalyst types from USPTO. Predict which catalyst facilitates the given reaction. (1) Reactant: [NH2:1][C@@H:2]([C:51]([CH3:54])([CH3:53])[CH3:52])[C:3]([N:5]1[CH2:9][C@H:8]([O:10][C:11]2[C:12]3[O:29][C:28]4[CH:30]=[CH:31][CH:32]=[CH:33][C:27]=4[C:13]=3[N:14]=[C:15]([C:17]3[CH:22]=[CH:21][C:20]([C:23]([F:26])([F:25])[F:24])=[CH:19][CH:18]=3)[N:16]=2)[CH2:7][C@H:6]1[C:34]([NH:36][C@:37]1([C:42](=[O:50])[NH:43][S:44]([CH:47]2[CH2:49][CH2:48]2)(=[O:46])=[O:45])[CH2:39][C@H:38]1[CH:40]=[CH2:41])=[O:35])=[O:4].C(N(CC)CC)C.[N:62]1([C:67](N2C=CN=C2)=[S:68])C=CN=C1.N.CO. Product: [CH:47]1([S:44]([NH:43][C:42]([C@@:37]2([NH:36][C:34]([C@@H:6]3[CH2:7][C@@H:8]([O:10][C:11]4[C:12]5[O:29][C:28]6[CH:30]=[CH:31][CH:32]=[CH:33][C:27]=6[C:13]=5[N:14]=[C:15]([C:17]5[CH:22]=[CH:21][C:20]([C:23]([F:26])([F:25])[F:24])=[CH:19][CH:18]=5)[N:16]=4)[CH2:9][N:5]3[C:3](=[O:4])[C@@H:2]([NH:1][C:67]([NH2:62])=[S:68])[C:51]([CH3:54])([CH3:53])[CH3:52])=[O:35])[CH2:39][C@H:38]2[CH:40]=[CH2:41])=[O:50])(=[O:46])=[O:45])[CH2:49][CH2:48]1. The catalyst class is: 1. (2) Reactant: Cl.Cl.Cl.[CH3:4][N:5]1[CH:9]=[C:8]([C:10]2[N:15]=[C:14]([C:16]3[CH:17]=[N:18][N:19]([C:21]4(CC#N)CN[CH2:22]4)[CH:20]=3)[N:13]3[CH:28]=[CH:29][N:30]=[C:12]3[CH:11]=2)[CH:7]=[N:6]1.[H-].[Na+].[CH3:33][S:34]CCCl. Product: [CH3:4][N:5]1[CH:9]=[C:8]([C:10]2[N:15]=[C:14]([C:16]3[CH:17]=[N:18][N:19]([CH2:21][CH2:22][S:34][CH3:33])[CH:20]=3)[N:13]3[CH:28]=[CH:29][N:30]=[C:12]3[CH:11]=2)[CH:7]=[N:6]1. The catalyst class is: 3. (3) Reactant: C(OC[N:9]1[C:13]2[N:14]=[N:15][CH:16]=[C:17]([C:18]3[CH:19]=[N:20][N:21]([CH:23]([CH2:27][CH:28]4[CH2:30][CH2:29]4)[CH2:24][C:25]#[N:26])[CH:22]=3)[C:12]=2[CH:11]=[CH:10]1)(=O)C(C)(C)C.[OH-].[Na+]. Product: [N:14]1[C:13]2[NH:9][CH:10]=[CH:11][C:12]=2[C:17]([C:18]2[CH:19]=[N:20][N:21]([CH:23]([CH2:27][CH:28]3[CH2:30][CH2:29]3)[CH2:24][C:25]#[N:26])[CH:22]=2)=[CH:16][N:15]=1. The catalyst class is: 5. (4) Reactant: [Br:1][C:2]1[CH:3]=[C:4]([C:8]([C:10]2[CH:15]=[C:14]([O:16][CH3:17])[C:13]([O:18][CH3:19])=[CH:12][C:11]=2[NH:20][C:21](=[O:28])[CH2:22][C:23]2[S:24][CH:25]=[CH:26][CH:27]=2)=O)[CH:5]=[CH:6][CH:7]=1.CC([O-])(C)C.[K+]. Product: [Br:1][C:2]1[CH:3]=[C:4]([C:8]2[C:10]3[C:11](=[CH:12][C:13]([O:18][CH3:19])=[C:14]([O:16][CH3:17])[CH:15]=3)[NH:20][C:21](=[O:28])[C:22]=2[C:23]2[S:24][CH:25]=[CH:26][CH:27]=2)[CH:5]=[CH:6][CH:7]=1. The catalyst class is: 1.